The task is: Predict the reaction yield, written as a fraction of the theoretical maximum amount of product (1.0 means a 100% yield; for example, 0.34 means a 34% yield).. This data is from Reaction yield outcomes from USPTO patents with 853,638 reactions. (1) The reactants are [CH3:1][NH:2][CH3:3].[CH2:4]=O.[N+:6]([C:9]1[CH:17]=[C:16]2[C:12]([CH:13]=[CH:14][NH:15]2)=[CH:11][CH:10]=1)([O-:8])=[O:7].[OH-].[Na+]. The catalyst is C(O)(=O)C. The product is [CH3:1][N:2]([CH3:4])[CH2:3][C:13]1[C:12]2[C:16](=[CH:17][C:9]([N+:6]([O-:8])=[O:7])=[CH:10][CH:11]=2)[NH:15][CH:14]=1. The yield is 0.870. (2) The product is [F:38][C:23]1[S:22][C:21]([C:18]2[CH:19]=[CH:20][C:15]([C:12]3[CH:11]=[CH:10][C:9]([C:6]4([C:4]([OH:5])=[O:3])[CH2:8][CH2:7]4)=[CH:14][CH:13]=3)=[CH:16][CH:17]=2)=[C:25]([NH:26][C:27]([O:29][C@@H:30]([C:32]2[CH:33]=[CH:34][CH:35]=[CH:36][CH:37]=2)[CH3:31])=[O:28])[CH:24]=1. The reactants are C([O:3][C:4]([C:6]1([C:9]2[CH:14]=[CH:13][C:12]([C:15]3[CH:20]=[CH:19][C:18]([C:21]4[S:22][C:23]([F:38])=[CH:24][C:25]=4[NH:26][C:27]([O:29][C@@H:30]([C:32]4[CH:37]=[CH:36][CH:35]=[CH:34][CH:33]=4)[CH3:31])=[O:28])=[CH:17][CH:16]=3)=[CH:11][CH:10]=2)[CH2:8][CH2:7]1)=[O:5])C.[OH-].[Na+].Cl. The yield is 0.390. The catalyst is C(O)(C)C. (3) The yield is 0.390. The reactants are [NH2:1][C:2]1[C:6]([Br:7])=[CH:5][NH:4][N:3]=1.CO[CH:10](OC)[CH2:11][CH:12](OC)OC.O. The catalyst is C(O)(=O)C. The product is [Br:7][C:6]1[CH:5]=[N:4][N:3]2[CH:12]=[CH:11][CH:10]=[N:1][C:2]=12. (4) The reactants are Br[C:2]1[CH:3]=[C:4]([O:10][C:11]2[CH:12]=[N:13][N:14]([CH3:16])[CH:15]=2)[C:5](=[O:9])[N:6]([CH3:8])[CH:7]=1.[CH:17]1([CH2:20][O:21][C:22]2[CH:27]=[CH:26][C:25]([S:28]([CH3:31])(=[O:30])=[O:29])=[CH:24][C:23]=2B2OC(C)(C)C(C)(C)O2)[CH2:19][CH2:18]1.[O-]P([O-])([O-])=O.[K+].[K+].[K+]. The catalyst is O1CCOCC1.O.C1C=CC(P(C2C=CC=CC=2)[C-]2C=CC=C2)=CC=1.C1C=CC(P(C2C=CC=CC=2)[C-]2C=CC=C2)=CC=1.Cl[Pd]Cl.[Fe+2]. The product is [CH:17]1([CH2:20][O:21][C:22]2[CH:27]=[CH:26][C:25]([S:28]([CH3:31])(=[O:30])=[O:29])=[CH:24][C:23]=2[C:2]2[CH:3]=[C:4]([O:10][C:11]3[CH:12]=[N:13][N:14]([CH3:16])[CH:15]=3)[C:5](=[O:9])[N:6]([CH3:8])[CH:7]=2)[CH2:18][CH2:19]1. The yield is 0.780. (5) The reactants are [OH:1][C:2]1[CH:3]=[C:4]([CH:7]=[CH:8][C:9]=1[I:10])[C:5]#[N:6].B.C1COCC1. The catalyst is C1COCC1. The product is [NH2:6][CH2:5][C:4]1[CH:7]=[CH:8][C:9]([I:10])=[C:2]([OH:1])[CH:3]=1. The yield is 0.200. (6) The product is [CH2:1]([O:8][C:9]([NH:11][C@@H:12]([CH3:23])[CH:13]([O:22][Si:30]([C:33]([CH3:36])([CH3:35])[CH3:34])([CH3:32])[CH3:31])[C:14]([CH3:21])([CH3:20])[C:15]([O:17][CH2:18][CH3:19])=[O:16])=[O:10])[C:2]1[CH:3]=[CH:4][CH:5]=[CH:6][CH:7]=1. The reactants are [CH2:1]([O:8][C:9]([NH:11][C@@H:12]([CH3:23])[CH:13]([OH:22])[C:14]([CH3:21])([CH3:20])[C:15]([O:17][CH2:18][CH3:19])=[O:16])=[O:10])[C:2]1[CH:7]=[CH:6][CH:5]=[CH:4][CH:3]=1.FC(F)(F)S(O[Si:30]([C:33]([CH3:36])([CH3:35])[CH3:34])([CH3:32])[CH3:31])(=O)=O.CC1C=CC=C(C)N=1.O. The yield is 0.940. The catalyst is C1COCC1. (7) The reactants are NC1C=CC(C(NC(C)C(N2CCCC2C(O)=O)=O)=O)=CC=1Cl.[O:24]=[C:25]1[O:29][CH:28]([O:30][CH2:31][CH2:32][C:33]2[CH:38]=[CH:37][CH:36]=CC=2)[CH:27]([NH:39][C:40]([CH:42]2[CH2:46][CH2:45][CH2:44][N:43]2[C:47](=[O:61])[CH:48]([NH:50][C:51](=[O:60])[C:52]2[CH:57]=[CH:56][C:55]([NH2:58])=[C:54]([Cl:59])[CH:53]=2)[CH3:49])=[O:41])[CH2:26]1. No catalyst specified. The product is [CH:32]1([CH2:31][O:30][CH:28]2[CH:27]([NH:39][C:40]([CH:42]3[CH2:46][CH2:45][CH2:44][N:43]3[C:47](=[O:61])[CH:48]([NH:50][C:51](=[O:60])[C:52]3[CH:57]=[CH:56][C:55]([NH2:58])=[C:54]([Cl:59])[CH:53]=3)[CH3:49])=[O:41])[CH2:26][C:25](=[O:24])[O:29]2)[CH2:33][CH2:38][CH2:37][CH2:36]1. The yield is 0.510. (8) The reactants are Br[C:2]1[CH:3]=[CH:4][C:5]([O:9][CH3:10])=[C:6]([CH:8]=1)[NH2:7].[CH3:11][PH:12](=[O:14])[CH3:13].P([O-])([O-])([O-])=O.[K+].[K+].[K+]. The catalyst is CN(C=O)C.C([O-])(=O)C.[Pd+2].C([O-])(=O)C.CC1(C)C2C(=C(P(C3C=CC=CC=3)C3C=CC=CC=3)C=CC=2)OC2C(P(C3C=CC=CC=3)C3C=CC=CC=3)=CC=CC1=2. The product is [CH3:11][P:12]([C:2]1[CH:3]=[CH:4][C:5]([O:9][CH3:10])=[C:6]([CH:8]=1)[NH2:7])([CH3:13])=[O:14]. The yield is 0.850. (9) The reactants are C(OC([N:8]1[CH2:32][CH2:31][C:11]2([CH2:14][N:13]([C@H:15]3[C:23]4[C:18](=[CH:19][C:20]([C:24]5[CH:29]=[C:28]([CH3:30])[N:27]=[CH:26][N:25]=5)=[CH:21][CH:22]=4)[CH2:17][CH2:16]3)[CH2:12]2)[CH2:10][CH2:9]1)=O)(C)(C)C.[ClH:33]. The catalyst is CO.O1CCOCC1. The product is [ClH:33].[ClH:33].[CH3:30][C:28]1[N:27]=[CH:26][N:25]=[C:24]([C:20]2[CH:19]=[C:18]3[C:23](=[CH:22][CH:21]=2)[CH:15]([N:13]2[CH2:14][C:11]4([CH2:31][CH2:32][NH:8][CH2:9][CH2:10]4)[CH2:12]2)[CH2:16][CH2:17]3)[CH:29]=1. The yield is 0.999. (10) The reactants are ClC1C(C(=O)N(CCCC)CCCC)=NN(C2C=CC(C(=O)NS(C3C=CC4C(=CC=CC=4)C=3)(=O)=O)=CC=2C(N2[C@@H](C(OC)=O)CC3C(=CC=CC=3)C2)=O)C=1C.[Cl:57][C:58]1[C:59]([C:89](=[O:99])[N:90]([CH2:95][CH2:96][CH2:97][CH3:98])[CH2:91][CH2:92][CH2:93][CH3:94])=[N:60][N:61]([C:64]2[CH:72]=[CH:71][C:70]([C:73](=[O:88])[NH:74][S:75]([C:78]3[CH:87]=[CH:86][C:85]4[C:80](=[CH:81][CH:82]=[CH:83][CH:84]=4)[CH:79]=3)(=[O:77])=[O:76])=[CH:69][C:65]=2[C:66]([OH:68])=O)[C:62]=1[CH3:63].[Br:100][C:101]1[CH:102]=[N:103][C:104]2[CH2:105][CH2:106][NH:107][CH2:108][C:109]=2[CH:110]=1. No catalyst specified. The product is [Br:100][C:101]1[CH:102]=[N:103][C:104]2[CH2:105][CH2:106][N:107]([C:66]([C:65]3[CH:69]=[C:70]([C:73](=[O:88])[NH:74][S:75]([C:78]4[CH:87]=[CH:86][C:85]5[C:80](=[CH:81][CH:82]=[CH:83][CH:84]=5)[CH:79]=4)(=[O:77])=[O:76])[CH:71]=[CH:72][C:64]=3[N:61]3[C:62]([CH3:63])=[C:58]([Cl:57])[C:59]([C:89]([N:90]([CH2:91][CH2:92][CH2:93][CH3:94])[CH2:95][CH2:96][CH2:97][CH3:98])=[O:99])=[N:60]3)=[O:68])[CH2:108][C:109]=2[CH:110]=1. The yield is 0.450.